Dataset: Forward reaction prediction with 1.9M reactions from USPTO patents (1976-2016). Task: Predict the product of the given reaction. (1) The product is: [Cl:11][C:12]1[CH:17]=[CH:16][CH:15]=[CH:14][C:13]=1[CH2:18][N:19]1[C:20]([OH:40])=[C:21]([C:36]([NH:10][CH2:9][C:3]2[C:2]([Cl:1])=[CH:7][CH:6]=[CH:5][C:4]=2[Cl:8])=[O:37])[C:22]([OH:35])=[C:23]([C:26]([NH:28][CH2:29][C:30]([OH:32])=[O:31])=[O:27])[C:24]1=[O:25]. Given the reactants [Cl:1][C:2]1[CH:7]=[CH:6][CH:5]=[C:4]([Cl:8])[C:3]=1[CH2:9][NH2:10].[Cl:11][C:12]1[CH:17]=[CH:16][CH:15]=[CH:14][C:13]=1[CH2:18][N:19]1[C:24](=[O:25])[C:23]([C:26]([NH:28][CH2:29][C:30]([O:32]CC)=[O:31])=[O:27])=[C:22]([OH:35])[C:21]([C:36](OC)=[O:37])=[C:20]1[OH:40], predict the reaction product. (2) Given the reactants C1(C=C(O)C=C(O)C=1)O.Cl[CH2:11][CH2:12][C:13]([C:15]1[CH:20]=[CH:19][C:18]([F:21])=[C:17]([F:22])[CH:16]=1)=[O:14].[N:23]([O-:25])=[O:24].[Na+], predict the reaction product. The product is: [F:22][C:17]1[CH:16]=[C:15]([C:13](=[O:14])[CH2:12][CH2:11][N+:23]([O-:25])=[O:24])[CH:20]=[CH:19][C:18]=1[F:21]. (3) Given the reactants [Cl:1][C:2]1[CH:7]=[CH:6][C:5]([C:8]2[CH:9]=[C:10]([CH3:19])[C:11]3[N:12]([C:14]([C:17]#[CH:18])=[CH:15][N:16]=3)[CH:13]=2)=[CH:4][CH:3]=1.Br[C:21]1[CH:22]=[C:23]([S:27]([NH2:30])(=[O:29])=[O:28])[CH:24]=[N:25][CH:26]=1, predict the reaction product. The product is: [Cl:1][C:2]1[CH:3]=[CH:4][C:5]([C:8]2[CH:9]=[C:10]([CH3:19])[C:11]3[N:12]([C:14]([C:17]#[C:18][C:21]4[CH:22]=[C:23]([S:27]([NH2:30])(=[O:29])=[O:28])[CH:24]=[N:25][CH:26]=4)=[CH:15][N:16]=3)[CH:13]=2)=[CH:6][CH:7]=1. (4) Given the reactants [NH2:1][CH:2]([CH2:10][C:11]1[CH:16]=[CH:15][CH:14]=[CH:13][CH:12]=1)[CH2:3][NH:4][CH2:5][C:6]([CH3:9])([CH3:8])[CH3:7].[C:17](=[O:35])([O:28][CH2:29][C:30]1[S:34][CH:33]=[N:32][CH:31]=1)OC1C=CC([N+]([O-])=O)=CC=1, predict the reaction product. The product is: [CH3:7][C:6]([CH3:9])([CH3:8])[CH2:5][N:4]([CH2:3][C@H:2]([NH:1][C:17]([O:28][CH2:29][C:30]1[S:34][CH:33]=[N:32][CH:31]=1)=[O:35])[CH2:10][C:11]1[CH:16]=[CH:15][CH:14]=[CH:13][CH:12]=1)[CH2:3][C@H:2]([NH:1][C:17]([O:28][CH2:29][C:30]1[S:34][CH:33]=[N:32][CH:31]=1)=[O:35])[CH2:10][C:11]1[CH:12]=[CH:13][CH:14]=[CH:15][CH:16]=1. (5) Given the reactants Cl.[Cl:2][C:3]1[CH:4]=[CH:5][C:6]2[CH2:12][CH2:11][C:10]3[CH:13]=[CH:14][CH:15]=[CH:16][C:9]=3[N:8]([CH2:17][CH2:18][NH2:19])[C:7]=2[CH:20]=1.CCN(CC)CC.[F:28][C:29]([F:42])([F:41])[O:30][C:31]1[CH:36]=[CH:35][C:34]([S:37](Cl)(=[O:39])=[O:38])=[CH:33][CH:32]=1, predict the reaction product. The product is: [Cl:2][C:3]1[CH:4]=[CH:5][C:6]2[CH2:12][CH2:11][C:10]3[CH:13]=[CH:14][CH:15]=[CH:16][C:9]=3[N:8]([CH2:17][CH2:18][NH:19][S:37]([C:34]3[CH:33]=[CH:32][C:31]([O:30][C:29]([F:28])([F:41])[F:42])=[CH:36][CH:35]=3)(=[O:39])=[O:38])[C:7]=2[CH:20]=1. (6) Given the reactants [CH3:1][O:2][C:3](=[O:7])[CH:4]([CH3:6])[NH2:5].C(N(CC)CC)C.[F:15][C:16]([F:27])([F:26])[C:17]1[CH:25]=[CH:24][C:20]([C:21](Cl)=[O:22])=[CH:19][CH:18]=1.Cl, predict the reaction product. The product is: [CH3:1][O:2][C:3](=[O:7])[CH:4]([NH:5][C:21](=[O:22])[C:20]1[CH:24]=[CH:25][C:17]([C:16]([F:15])([F:26])[F:27])=[CH:18][CH:19]=1)[CH3:6]. (7) Given the reactants Cl[C:2]1[N:3]=[C:4]([N:13]2[CH2:18][CH2:17][N:16]([C:19](=[O:27])[CH2:20][C:21]3[CH:26]=[CH:25][CH:24]=[CH:23][CH:22]=3)[CH2:15][CH2:14]2)[C:5]2[CH:10]=[C:9]([CH2:11][CH3:12])[S:8][C:6]=2[N:7]=1.[CH2:28]([CH2:30][NH2:31])[OH:29], predict the reaction product. The product is: [CH2:11]([C:9]1[S:8][C:6]2[N:7]=[C:2]([NH:31][CH2:30][CH2:28][OH:29])[N:3]=[C:4]([N:13]3[CH2:18][CH2:17][N:16]([C:19](=[O:27])[CH2:20][C:21]4[CH:26]=[CH:25][CH:24]=[CH:23][CH:22]=4)[CH2:15][CH2:14]3)[C:5]=2[CH:10]=1)[CH3:12]. (8) Given the reactants Br[C:2]1[N:10]2[C:5]([CH:6]=[N:7][C:8]([NH:11][C:12]3[CH:17]=[CH:16][C:15]([N:18]4[CH2:23][CH2:22][O:21][CH2:20][CH2:19]4)=[CH:14][CH:13]=3)=[N:9]2)=[CH:4][CH:3]=1.[N:24]1[C:33]2[C:28](=[CH:29][CH:30]=[CH:31][CH:32]=2)[CH:27]=[C:26](B(O)O)[CH:25]=1, predict the reaction product. The product is: [N:18]1([C:15]2[CH:16]=[CH:17][C:12]([NH:11][C:8]3[N:7]=[CH:6][C:5]4=[CH:4][CH:3]=[C:2]([C:26]5[CH:25]=[N:24][C:33]6[C:28]([CH:27]=5)=[CH:29][CH:30]=[CH:31][CH:32]=6)[N:10]4[N:9]=3)=[CH:13][CH:14]=2)[CH2:19][CH2:20][O:21][CH2:22][CH2:23]1. (9) The product is: [NH2:1][C:2]1[C:7]2=[C:8]([C:13]3[CH:18]=[CH:17][C:16]([NH:19][C:27]([NH:28][C:29]4[CH:34]=[CH:33][CH:32]=[C:31]([C:35]([F:37])([F:36])[F:38])[N:30]=4)=[O:26])=[CH:15][CH:14]=3)[CH:9]=[C:10]([CH2:11][OH:12])[N:6]2[N:5]=[CH:4][N:3]=1. Given the reactants [NH2:1][C:2]1[C:7]2=[C:8]([C:13]3[CH:18]=[CH:17][C:16]([NH2:19])=[CH:15][CH:14]=3)[CH:9]=[C:10]([CH2:11][OH:12])[N:6]2[N:5]=[CH:4][N:3]=1.C1([O:26][C:27](=O)[NH:28][C:29]2[CH:34]=[CH:33][CH:32]=[C:31]([C:35]([F:38])([F:37])[F:36])[N:30]=2)C=CC=CC=1.C(N(CC)CC)C, predict the reaction product.